From a dataset of Full USPTO retrosynthesis dataset with 1.9M reactions from patents (1976-2016). Predict the reactants needed to synthesize the given product. (1) Given the product [C:38]([NH:39][C:40]([NH:1][CH2:2][CH2:3][NH:4][C:5]1[N:6]=[C:7]([C:24]2[CH:29]=[CH:28][CH:27]=[CH:26][C:25]=2[CH3:30])[C:8]2[CH:14]=[CH:13][C:12](=[O:15])[N:11]([C:16]3[C:21]([F:22])=[CH:20][CH:19]=[CH:18][C:17]=3[F:23])[C:9]=2[N:10]=1)=[NH:41])#[N:49], predict the reactants needed to synthesize it. The reactants are: [NH2:1][CH2:2][CH2:3][NH:4][C:5]1[N:6]=[C:7]([C:24]2[CH:29]=[CH:28][CH:27]=[CH:26][C:25]=2[CH3:30])[C:8]2[CH:14]=[CH:13][C:12](=[O:15])[N:11]([C:16]3[C:21]([F:22])=[CH:20][CH:19]=[CH:18][C:17]=3[F:23])[C:9]=2[N:10]=1.C1C=CC(O[C:38](OC2C=CC=CC=2)=[N:39][C:40]#[N:41])=CC=1.[NH3:49]. (2) Given the product [CH3:1][N:2]([CH3:3])[C:6]([N:5]([CH3:4])[CH2:18][C:19]#[CH:20])=[O:17], predict the reactants needed to synthesize it. The reactants are: [CH3:1][NH:2][CH3:3].[CH3:4][N:5]([CH2:18][C:19]#[CH:20])[C:6](=[O:17])OC1C=CC([N+]([O-])=O)=CC=1.